Dataset: Reaction yield outcomes from USPTO patents with 853,638 reactions. Task: Predict the reaction yield, written as a fraction of the theoretical maximum amount of product (1.0 means a 100% yield; for example, 0.34 means a 34% yield). (1) The reactants are F[C:2]1[C:3]([C:20]2[CH:25]=[CH:24][CH:23]=[CH:22][CH:21]=2)=[C:4]([CH3:19])[C:5]([C:17]#[N:18])=[C:6]2[C:10]=1[O:9][C:8]([N:11]1[CH2:14][C:13]([OH:16])([CH3:15])[CH2:12]1)=[N:7]2.C(N(CC)CC)C.[CH3:33][N:34]([CH3:40])[C@H:35]1[CH2:39][CH2:38][NH:37][CH2:36]1. The catalyst is CS(C)=O. The product is [CH3:33][N:34]([CH3:40])[C@H:35]1[CH2:39][CH2:38][N:37]([C:2]2[C:3]([C:20]3[CH:25]=[CH:24][CH:23]=[CH:22][CH:21]=3)=[C:4]([CH3:19])[C:5]([C:17]#[N:18])=[C:6]3[C:10]=2[O:9][C:8]([N:11]2[CH2:14][C:13]([OH:16])([CH3:15])[CH2:12]2)=[N:7]3)[CH2:36]1. The yield is 0.0110. (2) The reactants are ClC1C=CC=C(Cl)C=1N1C=C2C(NC3C=C(C)N=C(N)N=3)=NC=CC2=N1.C(OC(=O)[NH:33][C:34]1[CH:39]=[C:38]([NH:40][C:41]2[C:46]3=[CH:47][N:48]([C:50]4[C:55]([Cl:56])=[CH:54][CH:53]=[CH:52][C:51]=4[Cl:57])[N:49]=[C:45]3[CH:44]=[CH:43][N:42]=2)[N:37]=[C:36]([CH3:58])[N:35]=1)(C)(C)C. No catalyst specified. The product is [Cl:56][C:55]1[CH:54]=[CH:53][CH:52]=[C:51]([Cl:57])[C:50]=1[N:48]1[CH:47]=[C:46]2[C:41]([NH:40][C:38]3[CH:39]=[C:34]([NH2:33])[N:35]=[C:36]([CH3:58])[N:37]=3)=[N:42][CH:43]=[CH:44][C:45]2=[N:49]1. The yield is 0.550. (3) The reactants are [Cl:1][C:2]1[C:7]([CH:8]=[O:9])=[C:6]([Cl:10])[N:5]=[CH:4][N:3]=1.[CH2:11]([Mg]Br)[CH3:12].C1COCC1.[Cl-].[NH4+]. The catalyst is C1(C)C=CC=CC=1. The product is [Cl:1][C:2]1[C:7]([CH:8]([OH:9])[CH2:11][CH3:12])=[C:6]([Cl:10])[N:5]=[CH:4][N:3]=1. The yield is 0.793. (4) The reactants are [N:1]1([C:7]([C:9]2[S:10][CH:11]=[CH:12][CH:13]=2)=[O:8])[CH2:6][CH2:5][NH:4][CH2:3][CH2:2]1.C1([NH:20][C:21]([C:23]2[C:24](=[O:36])[N:25]([CH3:35])[C:26]3[C:31]([C:32]=2O)=[CH:30][C:29]([CH3:34])=[CH:28][CH:27]=3)=O)CCCCC1. The catalyst is C1(C)C=CC=CC=1. The product is [CH2:35]([N:25]1[C:26]2[C:31](=[CH:30][C:29]([CH3:34])=[CH:28][CH:27]=2)[C:32]([N:4]2[CH2:5][CH2:6][N:1]([C:7]([C:9]3[S:10][CH:11]=[CH:12][CH:13]=3)=[O:8])[CH2:2][CH2:3]2)=[C:23]([C:21]#[N:20])[C:24]1=[O:36])[C:26]1[CH:31]=[CH:30][CH:29]=[CH:28][CH:27]=1. The yield is 0.770. (5) The reactants are [Cl:1][C:2]1[CH:3]=[C:4]([CH:15]=[CH:16][C:17]=1[C:18]([O:20][CH3:21])=[O:19])[C:5]([O:7]N1C(=O)CCC1=O)=O.[CH3:22][O:23][C:24]1[CH:25]=[C:26]([CH:29]=[C:30]([O:32][CH3:33])[CH:31]=1)[CH2:27][NH2:28].C(N(CC)CC)C. The catalyst is CN(C)C=O. The product is [Cl:1][C:2]1[CH:3]=[C:4]([C:5]([NH:28][CH2:27][C:26]2[CH:29]=[C:30]([O:32][CH3:33])[CH:31]=[C:24]([O:23][CH3:22])[CH:25]=2)=[O:7])[CH:15]=[CH:16][C:17]=1[C:18]([O:20][CH3:21])=[O:19]. The yield is 0.720. (6) The reactants are [OH-].[Na+].[F:3][C:4]1[CH:5]=[C:6]([NH:11][CH:12]([C:14]2[CH:15]=[C:16]([C:32]([O:34]C)=[O:33])[CH:17]=[C:18]3[C:23]=2[O:22][C:21]([N:24]2[CH2:29][CH2:28][O:27][CH2:26][C@@H:25]2[CH3:30])=[CH:20][C:19]3=[O:31])[CH3:13])[CH:7]=[C:8]([F:10])[CH:9]=1.C1COCC1.Cl. The catalyst is CO. The product is [F:3][C:4]1[CH:5]=[C:6]([NH:11][CH:12]([C:14]2[CH:15]=[C:16]([C:32]([OH:34])=[O:33])[CH:17]=[C:18]3[C:23]=2[O:22][C:21]([N:24]2[CH2:29][CH2:28][O:27][CH2:26][C@@H:25]2[CH3:30])=[CH:20][C:19]3=[O:31])[CH3:13])[CH:7]=[C:8]([F:10])[CH:9]=1. The yield is 0.860. (7) The reactants are C[O:2][C:3](=[O:23])[C:4]1[CH:9]=[CH:8][C:7]([NH:10][CH2:11][C:12]2[CH:17]=[CH:16][C:15]([C:18]#[C:19][CH2:20][OH:21])=[CH:14][CH:13]=2)=[CH:6][C:5]=1[OH:22].[Li+].[OH-]. The catalyst is C1COCC1.O. The product is [OH:22][C:5]1[CH:6]=[C:7]([NH:10][CH2:11][C:12]2[CH:13]=[CH:14][C:15]([C:18]#[C:19][CH2:20][OH:21])=[CH:16][CH:17]=2)[CH:8]=[CH:9][C:4]=1[C:3]([OH:23])=[O:2]. The yield is 0.170. (8) The reactants are [Cl:1][C:2]1[CH:3]=[C:4]([O:13][CH2:14][C:15]23[CH2:22][CH2:21][C:18]([C:23](OC)=[O:24])([CH2:19][CH2:20]2)[CH2:17][CH2:16]3)[C:5]2[O:9][C:8]([CH3:11])([CH3:10])[CH2:7][C:6]=2[CH:12]=1.[H-].[H-].[H-].[H-].[Li+].[Al+3]. The catalyst is C1COCC1. The product is [Cl:1][C:2]1[CH:3]=[C:4]([O:13][CH2:14][C:15]23[CH2:20][CH2:19][C:18]([CH2:23][OH:24])([CH2:21][CH2:22]2)[CH2:17][CH2:16]3)[C:5]2[O:9][C:8]([CH3:10])([CH3:11])[CH2:7][C:6]=2[CH:12]=1. The yield is 1.00. (9) The reactants are ClCCN=C=O.Cl[CH2:8][CH2:9][CH2:10][N:11]=[C:12]=[O:13].[NH2:14][C:15]1[S:16][C:17]([C:21]([O:23][CH2:24][CH3:25])=[O:22])=[C:18]([CH3:20])[N:19]=1. No catalyst specified. The product is [CH3:20][C:18]1[N:19]=[C:15]([N:14]2[CH2:8][CH2:9][CH2:10][NH:11][C:12]2=[O:13])[S:16][C:17]=1[C:21]([O:23][CH2:24][CH3:25])=[O:22]. The yield is 0.320.